From a dataset of Full USPTO retrosynthesis dataset with 1.9M reactions from patents (1976-2016). Predict the reactants needed to synthesize the given product. (1) Given the product [F:1][C:2]1[C:7]([F:8])=[CH:6][CH:5]=[CH:4][C:3]=1[C:9]1[N:35]=[C:12]2[CH:13]=[N:14][N:15]([CH2:17][C:18]3[N:23]=[N:22][C:21]([C:24]4[CH:29]=[CH:28][C:27]([O:30][CH2:37][CH2:38][N:39]5[CH:43]=[CH:42][N:41]=[CH:40]5)=[CH:26][C:25]=4[C:31]([F:33])([F:34])[F:32])=[CH:20][CH:19]=3)[CH:16]=[C:11]2[N:10]=1, predict the reactants needed to synthesize it. The reactants are: [F:1][C:2]1[C:7]([F:8])=[CH:6][CH:5]=[CH:4][C:3]=1[C:9]1[N:35]=[C:12]2[CH:13]=[N:14][N:15]([CH2:17][C:18]3[N:23]=[N:22][C:21]([C:24]4[CH:29]=[CH:28][C:27]([OH:30])=[CH:26][C:25]=4[C:31]([F:34])([F:33])[F:32])=[CH:20][CH:19]=3)[CH:16]=[C:11]2[N:10]=1.Cl[CH2:37][CH2:38][N:39]1[CH:43]=[CH:42][N:41]=[CH:40]1. (2) Given the product [OH:24][B:23]1[C:22]2[CH:21]=[CH:20][C:7]([O:8][C:9]3[CH:17]=[CH:16][C:12]([C:13]([NH2:15])=[O:14])=[C:11]([O:18][CH3:19])[N:10]=3)=[CH:6][C:5]=2[CH2:26][O:27]1, predict the reactants needed to synthesize it. The reactants are: [BH4-].[Na+].C([C:5]1[CH:6]=[C:7]([CH:20]=[CH:21][C:22]=1[B:23]1[O:27][C:26](C)(C)C(C)(C)[O:24]1)[O:8][C:9]1[CH:17]=[CH:16][C:12]([C:13]([NH2:15])=[O:14])=[C:11]([O:18][CH3:19])[N:10]=1)=O. (3) Given the product [CH3:16][O:15][C:12]1[N:13]=[C:14]2[C:9](=[CH:10][CH:11]=1)[N:8]=[CH:7][CH:6]=[C:5]2[C:3]1[N:18]=[C:19]([CH2:20][CH2:21][NH:22][C:23](=[O:29])[O:24][C:25]([CH3:27])([CH3:26])[CH3:28])[S:30][CH:2]=1, predict the reactants needed to synthesize it. The reactants are: Br[CH2:2][C:3]([C:5]1[C:14]2[C:9](=[CH:10][CH:11]=[C:12]([O:15][CH3:16])[N:13]=2)[N:8]=[CH:7][C:6]=1Cl)=O.[NH2:18][C:19](=[S:30])[CH2:20][CH2:21][NH:22][C:23](=[O:29])[O:24][C:25]([CH3:28])([CH3:27])[CH3:26].C(=O)(O)[O-].[Na+]. (4) Given the product [I:16][C:14]1[CH:15]=[C:10]2[N:9]=[C:8]([NH:17][C:18](=[O:22])[O:19][CH2:20][CH3:21])[N:7]([CH2:6][C:5]3[CH:23]=[CH:24][C:2]([O:1][CH2:30][C:31]4[CH:36]=[N:35][C:34]([O:37][CH3:38])=[CH:33][CH:32]=4)=[C:3]([O:25][CH3:26])[CH:4]=3)[C:11]2=[N:12][CH:13]=1, predict the reactants needed to synthesize it. The reactants are: [OH:1][C:2]1[CH:24]=[CH:23][C:5]([CH2:6][N:7]2[C:11]3=[N:12][CH:13]=[C:14]([I:16])[CH:15]=[C:10]3[N:9]=[C:8]2[NH:17][C:18](=[O:22])[O:19][CH2:20][CH3:21])=[CH:4][C:3]=1[O:25][CH3:26].[OH-].[Na+].Cl[CH2:30][C:31]1[CH:32]=[CH:33][C:34]([O:37][CH3:38])=[N:35][CH:36]=1. (5) Given the product [Br:4][C:5]1[C:6]([CH3:29])=[C:7]([CH3:28])[C:8]2[O:12][C:11]([CH2:14][NH2:15])([CH3:13])[CH2:10][C:9]=2[C:26]=1[CH3:27], predict the reactants needed to synthesize it. The reactants are: O.NN.[Br:4][C:5]1[C:6]([CH3:29])=[C:7]([CH3:28])[C:8]2[O:12][C:11]([CH2:14][N:15]3C(=O)C4C(=CC=CC=4)C3=O)([CH3:13])[CH2:10][C:9]=2[C:26]=1[CH3:27].Cl.[OH-].[Na+]. (6) Given the product [C:6]1([CH3:12])[CH:11]=[CH:10][C:9]([S:1]([OH:3])(=[O:5])=[O:2])=[CH:8][CH:7]=1, predict the reactants needed to synthesize it. The reactants are: [S:1](=[O:5])(=O)([OH:3])[OH:2].[C:6]1([CH3:12])[CH:11]=[CH:10][CH:9]=[CH:8][CH:7]=1. (7) Given the product [CH:13]([C@@H:12]1[CH2:11][O:10][C:9]([CH3:20])([CH3:19])[N:8]1[C:6]([O:5][C:1]([CH3:4])([CH3:3])[CH3:2])=[O:7])=[O:14], predict the reactants needed to synthesize it. The reactants are: [C:1]([O:5][C:6]([N:8]1[C@H:12]([C:13](N(OC)C)=[O:14])[CH2:11][O:10][C:9]1([CH3:20])[CH3:19])=[O:7])([CH3:4])([CH3:3])[CH3:2].[H-].[H-].[H-].[H-].[Li+].[Al+3].OS([O-])(=O)=O.[K+]. (8) Given the product [CH2:1]([O:3][C:4]([C:6]1[N:7]([CH3:22])[N:8]=[C:9]([C:11]2[CH:16]=[CH:15][C:14]([O:17][C:18]([F:21])([F:20])[F:19])=[CH:13][CH:12]=2)[CH:10]=1)=[O:5])[CH3:2].[CH2:1]([O:3][C:4]([C:6]1[CH:10]=[C:9]([C:11]2[CH:16]=[CH:15][C:14]([O:17][C:18]([F:21])([F:20])[F:19])=[CH:13][CH:12]=2)[N:8]([CH3:22])[N:7]=1)=[O:5])[CH3:2], predict the reactants needed to synthesize it. The reactants are: [CH2:1]([O:3][C:4]([C:6]1[CH:10]=[C:9]([C:11]2[CH:16]=[CH:15][C:14]([O:17][C:18]([F:21])([F:20])[F:19])=[CH:13][CH:12]=2)[NH:8][N:7]=1)=[O:5])[CH3:2].[CH3:22]I.[OH-].[K+].